Dataset: Ames mutagenicity test results for genotoxicity prediction. Task: Regression/Classification. Given a drug SMILES string, predict its toxicity properties. Task type varies by dataset: regression for continuous values (e.g., LD50, hERG inhibition percentage) or binary classification for toxic/non-toxic outcomes (e.g., AMES mutagenicity, cardiotoxicity, hepatotoxicity). Dataset: ames. (1) The drug is Clc1ccc(Cl)c(Cl)c1Cl. The result is 0 (non-mutagenic). (2) The molecule is ClC1OC1CBr. The result is 1 (mutagenic). (3) The molecule is CCc1cn(C2CC(O)C(CO)O2)c(=O)[nH]c1=O. The result is 0 (non-mutagenic). (4) The molecule is Nc1ncnc2c1ncn2C1OC(CO)C(O)C1O. The result is 0 (non-mutagenic). (5) The molecule is CCCC/C=C/C=C/C=C/C=C/C=C/OC. The result is 1 (mutagenic).